From a dataset of Full USPTO retrosynthesis dataset with 1.9M reactions from patents (1976-2016). Predict the reactants needed to synthesize the given product. (1) Given the product [CH3:17][O:10][C:9]([C:6]1[NH:7][N:8]=[C:4]([N+:1]([O-:3])=[O:2])[CH:5]=1)=[O:11], predict the reactants needed to synthesize it. The reactants are: [N+:1]([C:4]1[CH:5]=[C:6]([C:9]([OH:11])=[O:10])[NH:7][N:8]=1)([O-:3])=[O:2].S(=O)(=O)(O)O.[C:17](=O)([O-])[O-].[K+].[K+]. (2) Given the product [CH3:1][C@@:2]12[C@H:10]3[O:11][C@@:9]3([CH:12]=[O:13])[CH2:8][C@@H:7]1[CH2:6][CH2:5][CH2:4][C@H:3]2[CH3:14], predict the reactants needed to synthesize it. The reactants are: [CH3:1][C@@:2]12[C@H:10]3[O:11][C@@:9]3([CH:12]=[O:13])[CH2:8][C@@H:7]1[CH:6]=[CH:5][CH2:4][C@H:3]2[CH3:14].